Dataset: Reaction yield outcomes from USPTO patents with 853,638 reactions. Task: Predict the reaction yield, written as a fraction of the theoretical maximum amount of product (1.0 means a 100% yield; for example, 0.34 means a 34% yield). (1) The reactants are Cl.[CH:2]([C:5]1[CH:10]=[CH:9][C:8]([NH2:11])=[CH:7][C:6]=1[O:12][CH3:13])([CH3:4])[CH3:3].N([O-])=O.[Na+].C([O-])(=O)C.[Na+].[C:23]([O:29][CH2:30][CH3:31])(=[O:28])[CH2:24][C:25]([CH3:27])=O.[OH-].[K+]. The catalyst is O.C(O)C. The product is [CH2:30]([O:29][C:23]([C:24]1[NH:11][C:8]2[C:9]([C:25]=1[CH3:27])=[CH:10][C:5]([CH:2]([CH3:4])[CH3:3])=[C:6]([O:12][CH3:13])[CH:7]=2)=[O:28])[CH3:31]. The yield is 0.340. (2) The yield is 0.950. The catalyst is O1CCOCC1.ClCCl. The reactants are [ClH:1].C(OC([N:9]1[CH2:13][CH2:12][CH2:11][C@H:10]1[C:14]1[NH:15][C:16]([C:19]2[CH:24]=[CH:23][C:22]([B:25]3[O:29][C:28]([CH3:31])([CH3:30])[C:27]([CH3:33])([CH3:32])[O:26]3)=[CH:21][CH:20]=2)=[CH:17][N:18]=1)=O)(C)(C)C.C(OCC)C. The product is [ClH:1].[NH:9]1[CH2:13][CH2:12][CH2:11][C@H:10]1[C:14]1[NH:15][C:16]([C:19]2[CH:24]=[CH:23][C:22]([B:25]3[O:29][C:28]([CH3:31])([CH3:30])[C:27]([CH3:33])([CH3:32])[O:26]3)=[CH:21][CH:20]=2)=[CH:17][N:18]=1. (3) The reactants are [CH:1]([N:4]1[C:8]2[N:9]=[C:10]([C:19]3[CH:25]=[CH:24][C:22]([NH2:23])=[CH:21][CH:20]=3)[N:11]=[C:12]([N:13]3[CH2:18][CH2:17][O:16][CH2:15][CH2:14]3)[C:7]=2[N:6]=[N:5]1)([CH3:3])[CH3:2].[N+:26]([C:29]1[CH:34]=[CH:33][C:32]([N:35]=[C:36]=[O:37])=[CH:31][CH:30]=1)([O-:28])=[O:27]. The catalyst is C1COCC1. The product is [CH3:2][CH:1]([N:4]1[C:8]2[N:9]=[C:10]([C:19]3[CH:25]=[CH:24][C:22]([NH:23][C:36]([NH:35][C:32]4[CH:31]=[CH:30][C:29]([N+:26]([O-:28])=[O:27])=[CH:34][CH:33]=4)=[O:37])=[CH:21][CH:20]=3)[N:11]=[C:12]([N:13]3[CH2:18][CH2:17][O:16][CH2:15][CH2:14]3)[C:7]=2[N:6]=[N:5]1)[CH3:3]. The yield is 0.460. (4) The reactants are [H-].[Na+].[C:3]([C:6]1[CH:10]=[CH:9][S:8][CH:7]=1)(=[O:5])[CH3:4].[C:11](OC)(=[O:16])[C:12]([O:14][CH3:15])=[O:13]. The catalyst is CN(C=O)C. The product is [CH3:15][O:14][C:12](=[O:13])[C:11](=[O:16])[CH2:4][C:3](=[O:5])[C:6]1[CH:10]=[CH:9][S:8][CH:7]=1. The yield is 0.900. (5) The reactants are [CH3:1][C:2]1([CH3:16])[C:6]([CH3:8])([CH3:7])[O:5][B:4]([C:9]2[CH:14]=[CH:13][C:12]([OH:15])=[CH:11][CH:10]=2)[O:3]1.[N:17]1([CH2:23][CH2:24]O)[CH2:22][CH2:21][O:20][CH2:19][CH2:18]1.C1(P(C2C=CC=CC=2)C2C=CC=CC=2)C=CC=CC=1.CC(OC(/N=N/C(OC(C)C)=O)=O)C. The catalyst is C(Cl)Cl. The product is [CH3:8][C:6]1([CH3:7])[C:2]([CH3:16])([CH3:1])[O:3][B:4]([C:9]2[CH:14]=[CH:13][C:12]([O:15][CH2:24][CH2:23][N:17]3[CH2:22][CH2:21][O:20][CH2:19][CH2:18]3)=[CH:11][CH:10]=2)[O:5]1. The yield is 0.740.